From a dataset of Catalyst prediction with 721,799 reactions and 888 catalyst types from USPTO. Predict which catalyst facilitates the given reaction. (1) Reactant: [C:1]([C@@H:5]1[CH2:10][CH2:9][C@H:8]([O:11][C:12]2[CH:21]=[C:20]([CH3:22])[C:19]3[C:14](=[CH:15][CH:16]=[CH:17][CH:18]=3)[C:13]=2[CH:23]=O)[CH2:7][CH2:6]1)([CH3:4])([CH3:3])[CH3:2].[NH:25]1[CH2:30][CH2:29][CH:28]([CH2:31][C:32]([O:34][CH3:35])=[O:33])[CH2:27][CH2:26]1.[BH-](OC(C)=O)(OC(C)=O)OC(C)=O.[Na+]. Product: [C:1]([C@H:5]1[CH2:10][CH2:9][C@H:8]([O:11][C:12]2[CH:21]=[C:20]([CH3:22])[C:19]3[C:14](=[CH:15][CH:16]=[CH:17][CH:18]=3)[C:13]=2[CH2:23][N:25]2[CH2:30][CH2:29][CH:28]([CH2:31][C:32]([O:34][CH3:35])=[O:33])[CH2:27][CH2:26]2)[CH2:7][CH2:6]1)([CH3:4])([CH3:3])[CH3:2]. The catalyst class is: 20. (2) Reactant: C([O:3][C:4]([C:6]1[N:7]([CH2:22][CH3:23])[C:8]([C:12]2[C:21]3[C:16](=[CH:17][CH:18]=[CH:19][CH:20]=3)[CH:15]=[CH:14][CH:13]=2)=[N:9][C:10]=1[Cl:11])=[O:5])C.[OH-].[Li+]. Product: [Cl:11][C:10]1[N:9]=[C:8]([C:12]2[C:21]3[C:16](=[CH:17][CH:18]=[CH:19][CH:20]=3)[CH:15]=[CH:14][CH:13]=2)[N:7]([CH2:22][CH3:23])[C:6]=1[C:4]([OH:5])=[O:3]. The catalyst class is: 20. (3) Reactant: [C:1]([NH:4][C:5]1[S:6][C:7]([C:26](O)=[O:27])=[C:8]([CH2:10][CH2:11][C:12]2[CH:17]=[CH:16][C:15]([NH:18][C:19]([O:21][C:22]([CH3:25])([CH3:24])[CH3:23])=[O:20])=[CH:14][CH:13]=2)[N:9]=1)(=[O:3])[CH3:2].[NH2:29][C:30]1[CH:35]=[CH:34][CH:33]=[CH:32][CH:31]=1.F[P-](F)(F)(F)(F)F.N1(O[P+](N2CCCC2)(N2CCCC2)N2CCCC2)C2C=CC=CC=2N=N1.C(N(CC)C(C)C)(C)C.Cl. Product: [C:1]([NH:4][C:5]1[S:6][C:7]([C:26]([NH:29][C:30]2[CH:35]=[CH:34][CH:33]=[CH:32][CH:31]=2)=[O:27])=[C:8]([CH2:10][CH2:11][C:12]2[CH:17]=[CH:16][C:15]([NH:18][C:19](=[O:20])[O:21][C:22]([CH3:25])([CH3:23])[CH3:24])=[CH:14][CH:13]=2)[N:9]=1)(=[O:3])[CH3:2]. The catalyst class is: 9.